From a dataset of TCR-epitope binding with 47,182 pairs between 192 epitopes and 23,139 TCRs. Binary Classification. Given a T-cell receptor sequence (or CDR3 region) and an epitope sequence, predict whether binding occurs between them. (1) The epitope is SGPLKAEIAQRLED. The TCR CDR3 sequence is CASSLRTGASSYNEQFF. Result: 0 (the TCR does not bind to the epitope). (2) The epitope is RQLLFVVEV. The TCR CDR3 sequence is CASSHPGGQVSEAFF. Result: 1 (the TCR binds to the epitope). (3) The epitope is IYSKHTPINL. The TCR CDR3 sequence is CSAWAEEKLFF. Result: 0 (the TCR does not bind to the epitope). (4) The epitope is LLWNGPMAV. The TCR CDR3 sequence is CASSLSDRVGEQYF. Result: 1 (the TCR binds to the epitope). (5) The epitope is SEPVLKGVKL. The TCR CDR3 sequence is CASKNIDDTEAFF. Result: 1 (the TCR binds to the epitope).